This data is from Reaction yield outcomes from USPTO patents with 853,638 reactions. The task is: Predict the reaction yield, written as a fraction of the theoretical maximum amount of product (1.0 means a 100% yield; for example, 0.34 means a 34% yield). The reactants are Br[CH:2]1[C:11]2[C:6](=[CH:7][CH:8]=[C:9]([O:12][CH:13]([CH3:15])[CH3:14])[CH:10]=2)[C:5]([CH3:17])([CH3:16])[O:4][CH2:3]1.C(=O)([O-])[O-].[Cs+].[Cs+].[NH2:24][CH2:25][C@@H:26]([OH:45])[C@@H:27]([NH:37][C:38](=[O:44])[O:39][C:40]([CH3:43])([CH3:42])[CH3:41])[CH2:28][C:29]1[CH:34]=[C:33]([F:35])[CH:32]=[C:31]([F:36])[CH:30]=1. The catalyst is CN(C)C=O.C(OCC)(=O)C. The product is [F:35][C:33]1[CH:34]=[C:29]([CH:30]=[C:31]([F:36])[CH:32]=1)[CH2:28][C@H:27]([NH:37][C:38](=[O:44])[O:39][C:40]([CH3:43])([CH3:42])[CH3:41])[C@H:26]([OH:45])[CH2:25][NH:24][CH:2]1[C:11]2[C:6](=[CH:7][CH:8]=[C:9]([O:12][CH:13]([CH3:15])[CH3:14])[CH:10]=2)[C:5]([CH3:17])([CH3:16])[O:4][CH2:3]1. The yield is 0.470.